Predict the reaction yield, written as a fraction of the theoretical maximum amount of product (1.0 means a 100% yield; for example, 0.34 means a 34% yield). From a dataset of Reaction yield outcomes from USPTO patents with 853,638 reactions. The product is [CH3:16][N:1]1[CH2:5][CH2:4][C@@H:3]([O:6][C:7]2[CH:8]=[N:9][CH:10]=[CH:11][CH:12]=2)[CH2:2]1. The reactants are [NH:1]1[CH2:5][CH2:4][C@@H:3]([O:6][C:7]2[CH:8]=[N:9][CH:10]=[CH:11][CH:12]=2)[CH2:2]1.C=O.[BH3-][C:16]#N.[Na+].FC(F)(F)C(O)=O.[OH-].[Na+]. The catalyst is C1COCC1. The yield is 0.0500.